This data is from Full USPTO retrosynthesis dataset with 1.9M reactions from patents (1976-2016). The task is: Predict the reactants needed to synthesize the given product. (1) The reactants are: [CH2:1]([O:8][C:9]([N:11]1[CH2:16][CH2:15][N:14]([S:17]([C:20]2[CH:25]=[CH:24][C:23]([N+:26]([O-])=O)=[CH:22][CH:21]=2)(=[O:19])=[O:18])[CH2:13][CH2:12]1)=[O:10])[C:2]1[CH:7]=[CH:6][CH:5]=[CH:4][CH:3]=1.C(O)C.[Cl-].[NH4+]. Given the product [CH2:1]([O:8][C:9]([N:11]1[CH2:12][CH2:13][N:14]([S:17]([C:20]2[CH:21]=[CH:22][C:23]([NH2:26])=[CH:24][CH:25]=2)(=[O:19])=[O:18])[CH2:15][CH2:16]1)=[O:10])[C:2]1[CH:7]=[CH:6][CH:5]=[CH:4][CH:3]=1, predict the reactants needed to synthesize it. (2) Given the product [CH3:9][O:10][CH2:11][O:12][C:13]1[CH:18]=[CH:17][C:16]([CH2:19][CH2:20][C:21]([O:23][CH2:24][CH3:25])=[O:22])=[C:15]([O:26][C:27]2[CH:32]=[CH:31][C:30]([C:33]([F:34])([F:35])[F:36])=[CH:29][N:28]=2)[CH:14]=1, predict the reactants needed to synthesize it. The reactants are: O1CCCC1CCO.[CH3:9][O:10][CH2:11][O:12][C:13]1[CH:18]=[CH:17][C:16](/[CH:19]=[CH:20]/[C:21]([O:23][CH2:24][CH3:25])=[O:22])=[C:15]([O:26][C:27]2[CH:32]=[CH:31][C:30]([C:33]([F:36])([F:35])[F:34])=[CH:29][N:28]=2)[CH:14]=1. (3) Given the product [CH2:15]([NH:12][C:13]([NH:1][C:2]1[CH:10]=[CH:9][CH:8]=[C:4]([C:5]([C:36]2[C:30]3[C:31](=[N:32][CH:33]=[C:28]([C:24]4[CH:23]=[N:22][CH:27]=[CH:26][CH:25]=4)[CH:29]=3)[NH:34][CH:35]=2)=[O:7])[C:3]=1[Cl:11])=[O:14])[CH2:16][CH2:17][CH3:18], predict the reactants needed to synthesize it. The reactants are: [NH2:1][C:2]1[C:3]([Cl:11])=[C:4]([CH:8]=[CH:9][CH:10]=1)[C:5]([OH:7])=O.[N:12]([CH2:15][CH2:16][CH2:17][CH3:18])=[C:13]=[O:14].[N-]=C=O.[N:22]1[CH:27]=[CH:26][CH:25]=[C:24]([C:28]2[CH:29]=[C:30]3[CH:36]=[CH:35][NH:34][C:31]3=[N:32][CH:33]=2)[CH:23]=1. (4) Given the product [NH2:20][C:21]1[C:30]2[N:29]=[CH:28][C:27]([CH2:31][CH2:32][C:33]3[CH:38]=[CH:37][C:36]([O:39][CH3:40])=[CH:35][C:34]=3[CH3:41])=[CH:26][C:25]=2[C:24]2[CH:42]=[CH:43][C:44](/[CH:46]=[CH:3]/[P:12](=[O:19])([O:13][CH2:14][CH3:15])[O:16][CH2:17][CH3:18])=[CH:45][C:23]=2[N:22]=1, predict the reactants needed to synthesize it. The reactants are: [H-].[Na+].[CH2:3]([P:12](=[O:19])([O:16][CH2:17][CH3:18])[O:13][CH2:14][CH3:15])P(=O)(OCC)OCC.[NH2:20][C:21]1[C:30]2[N:29]=[CH:28][C:27]([CH2:31][CH2:32][C:33]3[CH:38]=[CH:37][C:36]([O:39][CH3:40])=[CH:35][C:34]=3[CH3:41])=[CH:26][C:25]=2[C:24]2[CH:42]=[CH:43][C:44]([CH:46]=O)=[CH:45][C:23]=2[N:22]=1. (5) The reactants are: [F:1][C:2]1[CH:12]=[CH:11][CH:10]=[CH:9][C:3]=1[NH:4][C:5]([O:7][CH3:8])=[O:6].[CH3:13][C:14]1(O)[CH2:19][CH2:18][CH2:17][CH2:16][CH2:15]1.CCCCCC. Given the product [F:1][C:2]1[CH:12]=[C:11]([C:14]2([CH3:13])[CH2:19][CH2:18][CH2:17][CH2:16][CH2:15]2)[CH:10]=[CH:9][C:3]=1[NH:4][C:5]([O:7][CH3:8])=[O:6], predict the reactants needed to synthesize it. (6) Given the product [F:8][C:7]1[C:2]([C:34]2[CH:33]=[C:32]([F:31])[CH:37]=[CH:36][C:35]=2[O:41][CH3:42])=[C:3]2[CH:11]=[C:10]([C:12]3[CH2:21][CH2:20][C:15]4([O:19][CH2:18][CH2:17][O:16]4)[CH2:14][CH:13]=3)[N:9]([S:22]([C:25]3[CH:30]=[CH:29][CH:28]=[CH:27][CH:26]=3)(=[O:24])=[O:23])[C:4]2=[N:5][CH:6]=1, predict the reactants needed to synthesize it. The reactants are: Cl[C:2]1[C:7]([F:8])=[CH:6][N:5]=[C:4]2[N:9]([S:22]([C:25]3[CH:30]=[CH:29][CH:28]=[CH:27][CH:26]=3)(=[O:24])=[O:23])[C:10]([C:12]3[CH2:21][CH2:20][C:15]4([O:19][CH2:18][CH2:17][O:16]4)[CH2:14][CH:13]=3)=[CH:11][C:3]=12.[F:31][C:32]1[CH:33]=[CH:34][C:35]([O:41][CH3:42])=[C:36](B(O)O)[CH:37]=1.P([O-])([O-])([O-])=O.[K+].[K+].[K+]. (7) Given the product [C:9]([CH2:8][C:5]1[CH:6]=[CH:7][C:2]([O:1][C:23]([CH3:32])([CH3:31])[C:24]([O:26][C:27]([CH3:30])([CH3:29])[CH3:28])=[O:25])=[CH:3][CH:4]=1)#[N:10], predict the reactants needed to synthesize it. The reactants are: [OH:1][C:2]1[CH:7]=[CH:6][C:5]([CH2:8][C:9]#[N:10])=[CH:4][CH:3]=1.C(=O)([O-])[O-].[K+].[K+].CN(C)C=O.Br[C:23]([CH3:32])([CH3:31])[C:24]([O:26][C:27]([CH3:30])([CH3:29])[CH3:28])=[O:25].